From a dataset of Reaction yield outcomes from USPTO patents with 853,638 reactions. Predict the reaction yield, written as a fraction of the theoretical maximum amount of product (1.0 means a 100% yield; for example, 0.34 means a 34% yield). (1) The reactants are [CH3:1][C@@H:2]1[CH2:6][CH2:5][CH2:4][N:3]1[CH2:7][C@@H:8]1[CH2:12][CH2:11][CH2:10][N:9]1[C:13]([C:15]1[CH:20]=[CH:19][C:18](B2OC(C)(C)C(C)(C)O2)=[CH:17][CH:16]=1)=[O:14].Br[C:31]1[N:32]([CH3:36])[CH:33]=[CH:34][N:35]=1. No catalyst specified. The product is [CH3:36][N:32]1[CH:33]=[CH:34][N:35]=[C:31]1[C:18]1[CH:19]=[CH:20][C:15]([C:13]([N:9]2[CH2:10][CH2:11][CH2:12][C@H:8]2[CH2:7][N:3]2[CH2:4][CH2:5][CH2:6][C@H:2]2[CH3:1])=[O:14])=[CH:16][CH:17]=1. The yield is 0.110. (2) The reactants are [Br:1][C:2]1[C:10]([CH2:11][CH3:12])=[C:9]2[C:5]([C:6]3[CH2:16][CH2:15][O:14][C:13]([CH2:19][C:20]([O:22]CC)=[O:21])([CH2:17][CH3:18])[C:7]=3[NH:8]2)=[CH:4][CH:3]=1.O.[OH-].[Li+].O. The catalyst is O1CCOCC1. The product is [Br:1][C:2]1[C:10]([CH2:11][CH3:12])=[C:9]2[C:5]([C:6]3[CH2:16][CH2:15][O:14][C:13]([CH2:19][C:20]([OH:22])=[O:21])([CH2:17][CH3:18])[C:7]=3[NH:8]2)=[CH:4][CH:3]=1. The yield is 0.530. (3) The reactants are [Br:1][C:2]1[C:11]2[C:6](=[CH:7][C:8]([C:12]3[CH:17]=[CH:16][CH:15]=[C:14]([O:18]C)[CH:13]=3)=[CH:9][CH:10]=2)[CH:5]=[CH:4][C:3]=1[O:20]C.B(Br)(Br)Br. No catalyst specified. The product is [Br:1][C:2]1[C:11]2[C:6](=[CH:7][C:8]([C:12]3[CH:17]=[CH:16][CH:15]=[C:14]([OH:18])[CH:13]=3)=[CH:9][CH:10]=2)[CH:5]=[CH:4][C:3]=1[OH:20]. The yield is 1.00. (4) The reactants are [Br:1][CH2:2][CH2:3][OH:4].[O:5]1[CH:10]=[CH:9][CH2:8][CH2:7][CH2:6]1. The catalyst is C(Cl)Cl.CC1C=CC(S([O-])(=O)=O)=CC=1.C1C=C[NH+]=CC=1. The product is [Br:1][CH2:2][CH2:3][O:4][CH:6]1[CH2:7][CH2:8][CH2:9][CH2:10][O:5]1. The yield is 0.720. (5) The reactants are [CH:1]1[C:10]2[C:5](=[CH:6][CH:7]=[CH:8][CH:9]=2)[CH:4]=[CH:3][C:2]=1[C:11]([OH:13])=O.C(=O)([O-])[O-].[K+].[K+].Cl[CH2:21][CH2:22][O:23][CH:24]=[CH2:25].CO. The catalyst is O1CCOCC1.C(Cl)(Cl)Cl. The product is [CH:1]1[C:10]2[C:5](=[CH:6][CH:7]=[CH:8][CH:9]=2)[CH:4]=[CH:3][C:2]=1[C:11]([CH2:25][CH2:24][O:23][CH:22]=[CH2:21])=[O:13]. The yield is 0.920. (6) The reactants are [CH3:1][N:2]([CH2:18][C:19]1[CH:24]=[CH:23][CH:22]=[C:21]([C:25](=[O:59])[NH:26][C:27]2[CH:32]=[CH:31][C:30]([N:33]3[CH2:38][CH2:37][CH2:36][CH2:35][CH2:34]3)=[CH:29][C:28]=2[C:39]2[CH:44]=[C:43]([C:45](=[O:58])[NH:46][CH2:47][C:48]3[CH:53]=[CH:52][CH:51]=[C:50]([C:54]([F:57])([F:56])[F:55])[CH:49]=3)[CH:42]=[CH:41][N:40]=2)[CH:20]=1)[CH2:3][CH2:4][N:5]1[CH2:10][CH2:9][N:8]([C:11](OC(C)(C)C)=O)[CH2:7][CH2:6]1.ClCCl.C(O)(C(F)(F)F)=O.FC(F)(F)C1C=C(C=CC=1)CNC(=O)C1C=CN=C(C2C=C(N3CCCCC3)C=CC=2NC(=O)C2C=CC=C(CN(C)CCN3CCNCC3)C=2)C=1.C([BH3-])#N.[Na+]. The catalyst is C=O.O.C(O)(=O)C. The product is [CH3:1][N:2]([CH2:18][C:19]1[CH:20]=[C:21]([CH:22]=[CH:23][CH:24]=1)[C:25]([NH:26][C:27]1[CH:32]=[CH:31][C:30]([N:33]2[CH2:34][CH2:35][CH2:36][CH2:37][CH2:38]2)=[CH:29][C:28]=1[C:39]1[CH:44]=[C:43]([CH:42]=[CH:41][N:40]=1)[C:45]([NH:46][CH2:47][C:48]1[CH:53]=[CH:52][CH:51]=[C:50]([C:54]([F:55])([F:57])[F:56])[CH:49]=1)=[O:58])=[O:59])[CH2:3][CH2:4][N:5]1[CH2:6][CH2:7][N:8]([CH3:11])[CH2:9][CH2:10]1. The yield is 0.0800. (7) The reactants are Br[C:2]1[C:7]2=[N:8][C:9]([C:12]([NH:14][CH:15]([C:17]([OH:20])([CH3:19])[CH3:18])[CH3:16])=[O:13])=[CH:10][N:11]=[C:6]2[CH:5]=[N:4][CH:3]=1.[CH3:21][N:22]1[C:26](B2OC(C)(C)C(C)(C)O2)=[CH:25][CH:24]=[N:23]1.C(=O)([O-])[O-].[Cs+].[Cs+].O1CCOCC1. The catalyst is C1(P([C-]2C=CC=C2)C2C=CC=CC=2)C=CC=CC=1.[C-]1(P(C2C=CC=CC=2)C2C=CC=CC=2)C=CC=C1.[Fe+2].[Pd](Cl)Cl.O. The product is [OH:20][C:17]([CH3:19])([CH3:18])[CH:15]([NH:14][C:12]([C:9]1[N:8]=[C:7]2[C:2]([C:26]3[N:22]([CH3:21])[N:23]=[CH:24][CH:25]=3)=[CH:3][N:4]=[CH:5][C:6]2=[N:11][CH:10]=1)=[O:13])[CH3:16]. The yield is 0.310. (8) The reactants are [CH3:1][NH:2][CH2:3][C:4]1[C:13]2[C:8](=[CH:9][CH:10]=[CH:11][CH:12]=2)[C:7]([CH3:14])=[CH:6][CH:5]=1.CNCC1C=CC2C(=CC=CC=2)C=1CCC.Cl.[O:32]=[C:33]1[NH:42][C:41]2[N:40]=[CH:39][C:38](/[CH:43]=[CH:44]/[C:45](O)=[O:46])=[CH:37][C:36]=2[CH2:35][CH2:34]1.Cl.CN1CC2C=C(/C=C/C(O)=O)C=NC=2NC(=O)C1. No catalyst specified. The product is [CH3:1][N:2]([CH2:3][C:4]1[C:13]2[C:8](=[CH:9][CH:10]=[CH:11][CH:12]=2)[C:7]([CH3:14])=[CH:6][CH:5]=1)[C:45](=[O:46])/[CH:44]=[CH:43]/[C:38]1[CH:39]=[N:40][C:41]2[NH:42][C:33](=[O:32])[CH2:34][CH2:35][C:36]=2[CH:37]=1. The yield is 0.760.